The task is: Predict the reactants needed to synthesize the given product.. This data is from Full USPTO retrosynthesis dataset with 1.9M reactions from patents (1976-2016). (1) Given the product [CH:1]1([C:4]2[N:9]=[C:8]([C:10]([NH:21][C:22]3[CH:23]=[N:24][N:25]([CH3:31])[C:26]=3[C:27](=[O:28])[NH:29][CH3:30])=[O:12])[C:7]([NH:14][C:15]3[CH:20]=[N:19][CH:18]=[CH:17][N:16]=3)=[N:6][CH:5]=2)[CH2:2][CH2:3]1, predict the reactants needed to synthesize it. The reactants are: [CH:1]1([C:4]2[N:9]=[C:8]([C:10]([O:12]C)=O)[C:7]([NH:14][C:15]3[CH:20]=[N:19][CH:18]=[CH:17][N:16]=3)=[N:6][CH:5]=2)[CH2:3][CH2:2]1.[NH2:21][C:22]1[CH:23]=[N:24][N:25]([CH3:31])[C:26]=1[C:27]([NH:29][CH3:30])=[O:28]. (2) Given the product [CH3:6][N:7]1[CH2:8][C@H:9]([C:18]2[CH:27]=[CH:26][C:25]3[C:20](=[CH:21][CH:22]=[CH:23][CH:24]=3)[CH:19]=2)[C@@H:10]([C:12]2[CH:13]=[CH:14][CH:15]=[CH:16][CH:17]=2)[O:11][CH2:1]1, predict the reactants needed to synthesize it. The reactants are: [CH2:1]=O.CO.Cl.[CH3:6][NH:7][CH2:8][C@H:9]([C:18]1[CH:27]=[CH:26][C:25]2[C:20](=[CH:21][CH:22]=[CH:23][CH:24]=2)[CH:19]=1)[C@@H:10]([C:12]1[CH:17]=[CH:16][CH:15]=[CH:14][CH:13]=1)[OH:11]. (3) Given the product [Br:2][CH2:13][C:10]1[CH:11]=[CH:12][C:7]([O:6][CH3:5])=[C:8]([N+:15]([O-:17])=[O:16])[CH:9]=1, predict the reactants needed to synthesize it. The reactants are: P(Br)(Br)[Br:2].[CH3:5][O:6][C:7]1[CH:12]=[CH:11][C:10]([CH2:13]O)=[CH:9][C:8]=1[N+:15]([O-:17])=[O:16]. (4) Given the product [CH2:14]([O:16][C:17](=[O:40])[CH2:18][C:19]1[C:24]([C:25]#[N:26])=[CH:23][CH:22]=[C:21]([N:27]([CH2:28][C:29]([F:38])([F:37])[C:30]2[CH:35]=[CH:34][C:33]([Cl:36])=[CH:32][N:31]=2)[C:6](=[O:11])[C:7]([F:8])([F:9])[F:10])[C:20]=1[F:39])[CH3:15], predict the reactants needed to synthesize it. The reactants are: [F:8][C:7]([F:10])([F:9])[C:6](O[C:6](=[O:11])[C:7]([F:10])([F:9])[F:8])=[O:11].[CH2:14]([O:16][C:17](=[O:40])[CH2:18][C:19]1[C:24]([C:25]#[N:26])=[CH:23][CH:22]=[C:21]([NH:27][CH2:28][C:29]([F:38])([F:37])[C:30]2[CH:35]=[CH:34][C:33]([Cl:36])=[CH:32][N:31]=2)[C:20]=1[F:39])[CH3:15].C(N(C(C)C)CC)(C)C.